Dataset: Reaction yield outcomes from USPTO patents with 853,638 reactions. Task: Predict the reaction yield, written as a fraction of the theoretical maximum amount of product (1.0 means a 100% yield; for example, 0.34 means a 34% yield). (1) The reactants are Cl.[F:2][C:3]([F:12])([F:11])[CH2:4][CH2:5][O:6][CH:7]1[CH2:10][NH:9][CH2:8]1.CCN=C=NCCCN(C)C.C1C=CC2N(O)N=NC=2C=1.C(N(C(C)C)CC)(C)C.Cl.[O:44]=[C:45]1[NH:54][C:53]2[N:52]=[CH:51][C:50](/[CH:55]=[CH:56]/[C:57](O)=[O:58])=[CH:49][C:48]=2[CH2:47][CH2:46]1. The catalyst is CN(C)C=O.O.C(OCC)(=O)C. The product is [O:58]=[C:57]([N:9]1[CH2:10][CH:7]([O:6][CH2:5][CH2:4][C:3]([F:2])([F:11])[F:12])[CH2:8]1)/[CH:56]=[CH:55]/[C:50]1[CH:49]=[C:48]2[C:53](=[N:52][CH:51]=1)[NH:54][C:45](=[O:44])[CH2:46][CH2:47]2. The yield is 0.390. (2) The reactants are [F:1][C:2]1[CH:3]=[CH:4][C:5]([OH:17])=[C:6]([C:8](=[O:16])[CH2:9][C:10]2[CH:15]=[CH:14][CH:13]=[CH:12][CH:11]=2)[CH:7]=1.[C:18](O[C:18](=O)[CH2:19][CH2:20][CH3:21])(=O)[CH2:19][CH2:20][CH3:21].Cl. The catalyst is C(N(CC)CC)C. The product is [F:1][C:2]1[CH:7]=[C:6]2[C:5](=[CH:4][CH:3]=1)[O:17][C:18]([CH2:19][CH2:20][CH3:21])=[C:9]([C:10]1[CH:15]=[CH:14][CH:13]=[CH:12][CH:11]=1)[C:8]2=[O:16]. The yield is 0.710. (3) The reactants are O.O.[Sn](Cl)Cl.[CH3:6][O:7][C:8]([C:10]1[CH:11]=[CH:12][C:13]([N+:19]([O-])=O)=[C:14]2[O:18][CH:17]=[CH:16][C:15]=12)=[O:9]. The catalyst is C(OCC)(=O)C.C(O)C. The product is [CH3:6][O:7][C:8]([C:10]1[CH:11]=[CH:12][C:13]([NH2:19])=[C:14]2[O:18][CH:17]=[CH:16][C:15]=12)=[O:9]. The yield is 0.880. (4) The reactants are [CH2:1]([O:3][CH:4]([O:15][CH2:16][CH3:17])[C:5]1[O:13][C:12]2[C:11](I)=[CH:10][N:9]=[CH:8][C:7]=2[CH:6]=1)[CH3:2].[F:18][C:19]([F:31])([F:30])[O:20][C:21]1[CH:26]=[CH:25][C:24](B(O)O)=[CH:23][CH:22]=1.C(=O)([O-])[O-].[Na+].[Na+]. The catalyst is C1C=CC([P]([Pd]([P](C2C=CC=CC=2)(C2C=CC=CC=2)C2C=CC=CC=2)([P](C2C=CC=CC=2)(C2C=CC=CC=2)C2C=CC=CC=2)[P](C2C=CC=CC=2)(C2C=CC=CC=2)C2C=CC=CC=2)(C2C=CC=CC=2)C2C=CC=CC=2)=CC=1.O1CCCC1.O. The product is [CH2:1]([O:3][CH:4]([O:15][CH2:16][CH3:17])[C:5]1[O:13][C:12]2[C:11]([C:24]3[CH:23]=[CH:22][C:21]([O:20][C:19]([F:18])([F:30])[F:31])=[CH:26][CH:25]=3)=[CH:10][N:9]=[CH:8][C:7]=2[CH:6]=1)[CH3:2]. The yield is 0.840. (5) The reactants are [OH:1][CH2:2][C:3]1([CH3:31])[S:9][CH2:8][CH2:7][N:6]2[C:10]([C:13]3([C:16]4[CH:21]=[CH:20][C:19]([C:22]5[CH:30]=[CH:29][C:25]([C:26]([OH:28])=O)=[CH:24][N:23]=5)=[CH:18][CH:17]=4)[CH2:15][CH2:14]3)=[N:11][N:12]=[C:5]2[CH2:4]1.[CH:32]1([NH2:35])[CH2:34][CH2:33]1.Cl.C(N=C=NCCCN(C)C)C.C(=O)([O-])O.[Na+]. The catalyst is CN(C)C=O. The product is [CH:32]1([NH:35][C:26](=[O:28])[C:25]2[CH:29]=[CH:30][C:22]([C:19]3[CH:18]=[CH:17][C:16]([C:13]4([C:10]5[N:6]6[CH2:7][CH2:8][S:9][C:3]([CH2:2][OH:1])([CH3:31])[CH2:4][C:5]6=[N:12][N:11]=5)[CH2:14][CH2:15]4)=[CH:21][CH:20]=3)=[N:23][CH:24]=2)[CH2:34][CH2:33]1. The yield is 0.180.